This data is from Forward reaction prediction with 1.9M reactions from USPTO patents (1976-2016). The task is: Predict the product of the given reaction. (1) Given the reactants [O:1]([C:8]1[CH:9]=[C:10]([CH:14]=[CH:15][CH:16]=1)[C:11](O)=[O:12])[C:2]1[CH:7]=[CH:6][CH:5]=[CH:4][CH:3]=1.C(Cl)(=O)C([Cl:20])=O, predict the reaction product. The product is: [O:1]([C:8]1[CH:9]=[C:10]([CH:14]=[CH:15][CH:16]=1)[C:11]([Cl:20])=[O:12])[C:2]1[CH:7]=[CH:6][CH:5]=[CH:4][CH:3]=1. (2) The product is: [CH2:12]([O:1][C:2]1[CH:3]=[C:4]([CH:7]=[CH:8][C:9]=1[O:10][CH3:11])[C:5]#[N:6])[C:13]1[CH:18]=[CH:17][CH:16]=[CH:15][CH:14]=1. Given the reactants [OH:1][C:2]1[CH:3]=[C:4]([CH:7]=[CH:8][C:9]=1[O:10][CH3:11])[C:5]#[N:6].[CH2:12](Br)[C:13]1[CH:18]=[CH:17][CH:16]=[CH:15][CH:14]=1.C(=O)([O-])[O-].[K+].[K+].CO, predict the reaction product. (3) Given the reactants [F:1][C:2]1[CH:17]=[C:16]([CH:18]=O)[CH:15]=[CH:14][C:3]=1[O:4][C:5]1[N:6]=[CH:7][C:8]([C:11]([NH2:13])=[O:12])=[N:9][CH:10]=1.[S:20]1[CH:24]=[CH:23][CH:22]=[C:21]1[CH2:25][CH2:26][NH2:27].[BH4-].[Na+], predict the reaction product. The product is: [F:1][C:2]1[CH:17]=[C:16]([CH2:18][NH:27][CH2:26][CH2:25][C:21]2[S:20][CH:24]=[CH:23][CH:22]=2)[CH:15]=[CH:14][C:3]=1[O:4][C:5]1[N:6]=[CH:7][C:8]([C:11]([NH2:13])=[O:12])=[N:9][CH:10]=1. (4) The product is: [Cl:21][C:22]1[CH:27]=[CH:26][C:25]([C:2]2[S:19][C:5]3[N:6]([CH3:18])[C:7](=[O:17])[N:8]([CH2:11][CH2:12][C:13]([O:15][CH3:16])=[O:14])[C:9](=[O:10])[C:4]=3[C:3]=2[CH3:20])=[CH:24][CH:23]=1. Given the reactants Br[C:2]1[S:19][C:5]2[N:6]([CH3:18])[C:7](=[O:17])[N:8]([CH2:11][CH2:12][C:13]([O:15][CH3:16])=[O:14])[C:9](=[O:10])[C:4]=2[C:3]=1[CH3:20].[Cl:21][C:22]1[CH:27]=[CH:26][C:25](B(O)O)=[CH:24][CH:23]=1.C([O-])([O-])=O.[Cs+].[Cs+], predict the reaction product.